Dataset: Reaction yield outcomes from USPTO patents with 853,638 reactions. Task: Predict the reaction yield, written as a fraction of the theoretical maximum amount of product (1.0 means a 100% yield; for example, 0.34 means a 34% yield). (1) The reactants are [Cl-].O[NH3+:3].[C:4](=[O:7])([O-])[OH:5].[Na+].CS(C)=O.[CH3:13][C:14]1[N:42]=[C:17]2[N:18]([CH3:41])[C:19](=[O:40])[C:20]([CH2:25][C:26]3[CH:31]=[CH:30][C:29]([C:32]4[C:33]([C:38]#[N:39])=[CH:34][CH:35]=[CH:36][CH:37]=4)=[CH:28][CH:27]=3)=[C:21]([CH2:22][CH2:23][CH3:24])[N:16]2[N:15]=1. The catalyst is C(OCC)(=O)C. The product is [CH3:13][C:14]1[N:42]=[C:17]2[N:18]([CH3:41])[C:19](=[O:40])[C:20]([CH2:25][C:26]3[CH:31]=[CH:30][C:29]([C:32]4[CH:37]=[CH:36][CH:35]=[CH:34][C:33]=4[C:38]4[NH:3][C:4](=[O:7])[O:5][N:39]=4)=[CH:28][CH:27]=3)=[C:21]([CH2:22][CH2:23][CH3:24])[N:16]2[N:15]=1. The yield is 0.530. (2) The reactants are [CH3:1][C:2]1[NH:3][C:4]([NH2:7])=[N:5][N:6]=1.[S:8]1[CH2:13][CH2:12][C:11](=O)[CH2:10][CH2:9]1.C([BH3-])#N.[Na+].O. The catalyst is C(O)(=O)C. The product is [CH3:1][C:2]1[NH:3][C:4]([NH:7][CH:11]2[CH2:12][CH2:13][S:8][CH2:9][CH2:10]2)=[N:5][N:6]=1. The yield is 0.480. (3) The reactants are [Br:1][C:2]1[CH:19]=[CH:18][C:5]([N:6]([CH:12]2[CH2:17][CH2:16][CH2:15][CH2:14][CH2:13]2)[CH2:7][C:8]([F:11])([F:10])[CH3:9])=[C:4]([N+:20]([O-])=O)[CH:3]=1.[Cl-].[NH4+].[C:25]1([CH3:34])[CH:30]=[CH:29][C:28]([N:31]=[C:32]=[O:33])=[CH:27][CH:26]=1.NO.NC(N)=O.ONC(N)=O. The catalyst is C(O)C.ClCCl.C1COCC1.O.[Zn]. The product is [Br:1][C:2]1[CH:19]=[CH:18][C:5]([N:6]([CH:12]2[CH2:17][CH2:16][CH2:15][CH2:14][CH2:13]2)[CH2:7][C:8]([F:11])([F:10])[CH3:9])=[C:4]([NH:20][C:32]([NH:31][C:28]2[CH:29]=[CH:30][C:25]([CH3:34])=[CH:26][CH:27]=2)=[O:33])[CH:3]=1. The yield is 0.340.